This data is from Reaction yield outcomes from USPTO patents with 853,638 reactions. The task is: Predict the reaction yield, written as a fraction of the theoretical maximum amount of product (1.0 means a 100% yield; for example, 0.34 means a 34% yield). (1) The reactants are C([O:3][C:4]([C:6]1[N:7]=[C:8]([C:12]2[CH:17]=[CH:16][CH:15]=[CH:14][CH:13]=2)[O:9][C:10]=1[Cl:11])=[O:5])C.O1CCCC1.CO.[H-].[OH-].[Li+]. The catalyst is O. The product is [Cl:11][C:10]1[O:9][C:8]([C:12]2[CH:17]=[CH:16][CH:15]=[CH:14][CH:13]=2)=[N:7][C:6]=1[C:4]([OH:5])=[O:3]. The yield is 0.880. (2) The reactants are [NH2:1][C:2]1[CH:7]=[CH:6][C:5]([C:8]2[CH:9]=[CH:10][C:11]3[O:17][CH2:16][CH2:15][N:14]([C:18]([O:20][CH2:21][CH:22]=[CH2:23])=[O:19])[CH2:13][C:12]=3[CH:24]=2)=[CH:4][C:3]=1[N+:25]([O-])=O.[Sn](Cl)Cl.[OH-].[Na+].[Sn].S([O-])([O-])(=O)=O.[Na+].[Na+]. The catalyst is CC(OC)(C)C.C(O)(=O)C. The product is [NH2:25][C:3]1[CH:4]=[C:5]([C:8]2[CH:9]=[CH:10][C:11]3[O:17][CH2:16][CH2:15][N:14]([C:18]([O:20][CH2:21][CH:22]=[CH2:23])=[O:19])[CH2:13][C:12]=3[CH:24]=2)[CH:6]=[CH:7][C:2]=1[NH2:1]. The yield is 0.710.